From a dataset of Forward reaction prediction with 1.9M reactions from USPTO patents (1976-2016). Predict the product of the given reaction. (1) Given the reactants [Br:1][C:2]1[CH:3]=[C:4]2[C:9](=[CH:10][CH:11]=1)[C:8](=[O:12])[N:7]([CH2:13][CH:14]1[CH2:16][CH2:15]1)[C:6]([CH2:17]O)=[C:5]2[O:19][CH2:20][CH2:21][CH2:22][CH3:23].S(Cl)([Cl:26])=O.[Na], predict the reaction product. The product is: [Br:1][C:2]1[CH:3]=[C:4]2[C:9](=[CH:10][CH:11]=1)[C:8](=[O:12])[N:7]([CH2:13][CH:14]1[CH2:16][CH2:15]1)[C:6]([CH2:17][Cl:26])=[C:5]2[O:19][CH2:20][CH2:21][CH2:22][CH3:23]. (2) Given the reactants FC1C=CC=CC=1C=O.[Br:10][C:11]1[CH:12]=[C:13]([CH:25]=[C:26]([Cl:28])[CH:27]=1)[O:14][C:15]1[C:22]([Cl:23])=[CH:21][CH:20]=[C:19](F)[C:16]=1[CH:17]=O.O.[NH2:30][NH2:31], predict the reaction product. The product is: [Br:10][C:11]1[CH:12]=[C:13]([CH:25]=[C:26]([Cl:28])[CH:27]=1)[O:14][C:15]1[C:22]([Cl:23])=[CH:21][CH:20]=[C:19]2[C:16]=1[CH:17]=[N:30][NH:31]2.